Dataset: Catalyst prediction with 721,799 reactions and 888 catalyst types from USPTO. Task: Predict which catalyst facilitates the given reaction. Reactant: [C:1]([O:5][C:6]([NH:8][C@@H:9]([C:18]([OH:20])=O)[C@H:10]([CH3:17])[C:11]1[CH:16]=[CH:15][CH:14]=[CH:13][CH:12]=1)=[O:7])([CH3:4])([CH3:3])[CH3:2].CCN(C(C)C)C(C)C.Cl.[CH3:31][O:32][C:33]1[CH:34]=[C:35]([C:41]2[C@@H:50]3[C@@H:45]([CH2:46][CH2:47][CH2:48][CH2:49]3)[C:44](=[O:51])[N:43]([CH:52]3[CH2:57][CH2:56][NH:55][CH2:54][CH2:53]3)[N:42]=2)[CH:36]=[CH:37][C:38]=1[O:39][CH3:40].CCOC(C(C#N)=NOC(N1CCOCC1)=[N+](C)C)=O.F[P-](F)(F)(F)(F)F.C(=O)(O)[O-].[Na+]. Product: [CH3:31][O:32][C:33]1[CH:34]=[C:35]([C:41]2[C@@H:50]3[C@@H:45]([CH2:46][CH2:47][CH2:48][CH2:49]3)[C:44](=[O:51])[N:43]([CH:52]3[CH2:53][CH2:54][N:55]([C:18](=[O:20])[C@H:9]([NH:8][C:6](=[O:7])[O:5][C:1]([CH3:2])([CH3:3])[CH3:4])[C@@H:10]([C:11]4[CH:12]=[CH:13][CH:14]=[CH:15][CH:16]=4)[CH3:17])[CH2:56][CH2:57]3)[N:42]=2)[CH:36]=[CH:37][C:38]=1[O:39][CH3:40]. The catalyst class is: 2.